This data is from Catalyst prediction with 721,799 reactions and 888 catalyst types from USPTO. The task is: Predict which catalyst facilitates the given reaction. Reactant: [CH:1]([C:4]1[N:8]([C:9]2[N:10]=[C:11]([N:31]3[CH2:36][CH2:35][O:34][CH2:33][CH2:32]3)[C:12]3[N:18]=[C:17]([CH2:19][CH:20]4[CH2:23][N:22](C(OCCCC)=O)[CH2:21]4)[CH:16]=[CH:15][C:13]=3[N:14]=2)[C:7]2[CH:37]=[CH:38][CH:39]=[CH:40][C:6]=2[N:5]=1)([CH3:3])[CH3:2].Cl. Product: [NH:22]1[CH2:23][CH:20]([CH2:19][C:17]2[CH:16]=[CH:15][C:13]3[N:14]=[C:9]([N:8]4[C:7]5[CH:37]=[CH:38][CH:39]=[CH:40][C:6]=5[N:5]=[C:4]4[CH:1]([CH3:3])[CH3:2])[N:10]=[C:11]([N:31]4[CH2:36][CH2:35][O:34][CH2:33][CH2:32]4)[C:12]=3[N:18]=2)[CH2:21]1. The catalyst class is: 12.